Dataset: NCI-60 drug combinations with 297,098 pairs across 59 cell lines. Task: Regression. Given two drug SMILES strings and cell line genomic features, predict the synergy score measuring deviation from expected non-interaction effect. (1) Drug 1: CC(C)(C#N)C1=CC(=CC(=C1)CN2C=NC=N2)C(C)(C)C#N. Drug 2: CC1=C2C(C(=O)C3(C(CC4C(C3C(C(C2(C)C)(CC1OC(=O)C(C(C5=CC=CC=C5)NC(=O)OC(C)(C)C)O)O)OC(=O)C6=CC=CC=C6)(CO4)OC(=O)C)O)C)O. Cell line: LOX IMVI. Synergy scores: CSS=-4.17, Synergy_ZIP=1.34, Synergy_Bliss=-3.65, Synergy_Loewe=-5.00, Synergy_HSA=-5.25. (2) Drug 1: C1=CC=C(C(=C1)C(C2=CC=C(C=C2)Cl)C(Cl)Cl)Cl. Drug 2: B(C(CC(C)C)NC(=O)C(CC1=CC=CC=C1)NC(=O)C2=NC=CN=C2)(O)O. Cell line: UO-31. Synergy scores: CSS=18.2, Synergy_ZIP=-0.0853, Synergy_Bliss=-1.37, Synergy_Loewe=-64.4, Synergy_HSA=-3.19. (3) Cell line: SF-539. Drug 2: C1=CC=C(C=C1)NC(=O)CCCCCCC(=O)NO. Synergy scores: CSS=11.3, Synergy_ZIP=-6.03, Synergy_Bliss=-6.77, Synergy_Loewe=-18.2, Synergy_HSA=-4.49. Drug 1: C1CC(=O)NC(=O)C1N2CC3=C(C2=O)C=CC=C3N. (4) Drug 1: CC(CN1CC(=O)NC(=O)C1)N2CC(=O)NC(=O)C2. Drug 2: C1=NC2=C(N1)C(=S)N=C(N2)N. Cell line: SNB-75. Synergy scores: CSS=22.7, Synergy_ZIP=-7.82, Synergy_Bliss=-3.45, Synergy_Loewe=-12.2, Synergy_HSA=-1.59. (5) Drug 2: CC1=C(C=C(C=C1)C(=O)NC2=CC(=CC(=C2)C(F)(F)F)N3C=C(N=C3)C)NC4=NC=CC(=N4)C5=CN=CC=C5. Drug 1: C1CCC(C1)C(CC#N)N2C=C(C=N2)C3=C4C=CNC4=NC=N3. Synergy scores: CSS=0.499, Synergy_ZIP=0.450, Synergy_Bliss=1.42, Synergy_Loewe=-0.915, Synergy_HSA=-1.18. Cell line: EKVX. (6) Drug 1: CC1=C2C(C(=O)C3(C(CC4C(C3C(C(C2(C)C)(CC1OC(=O)C(C(C5=CC=CC=C5)NC(=O)OC(C)(C)C)O)O)OC(=O)C6=CC=CC=C6)(CO4)OC(=O)C)O)C)O. Drug 2: N.N.Cl[Pt+2]Cl. Cell line: BT-549. Synergy scores: CSS=36.2, Synergy_ZIP=-5.09, Synergy_Bliss=-1.80, Synergy_Loewe=0.785, Synergy_HSA=1.14.